Dataset: Forward reaction prediction with 1.9M reactions from USPTO patents (1976-2016). Task: Predict the product of the given reaction. (1) Given the reactants [Br-].[CH3:2][O:3][C:4]1[CH:11]=[CH:10][CH:9]=[CH:8][C:5]=1[CH2:6][Zn+].Br[C:13]1[S:28][C:16]2[N:17]=[C:18]([C:22]3[S:23][CH:24]=[C:25]([CH3:27])[N:26]=3)[N:19]=[C:20]([NH2:21])[C:15]=2[CH:14]=1.CC1N=C(C2N=C(N)C3C=C(C(C4C=CC=CC=4)=C)SC=3N=2)SC=1.[Br-].C([Zn+])C1C=CC=CC=1.BrC1SC2N=C(C3OC(C)=CC=3)N=C(N)C=2C=1, predict the reaction product. The product is: [CH3:2][O:3][C:4]1[CH:11]=[CH:10][CH:9]=[CH:8][C:5]=1[CH2:6][C:13]1[S:28][C:16]2[N:17]=[C:18]([C:22]3[S:23][CH:24]=[C:25]([CH3:27])[N:26]=3)[N:19]=[C:20]([NH2:21])[C:15]=2[CH:14]=1. (2) Given the reactants [H-].[Na+].[C:3]([C:5]1[CH:6]=[C:7]2[C:11](=[CH:12][CH:13]=1)[NH:10][CH:9]=[CH:8]2)#[N:4].[H][H].[F:16][C:17]1[CH:24]=[CH:23][C:20]([CH2:21]Cl)=[CH:19][CH:18]=1, predict the reaction product. The product is: [C:3]([C:5]1[CH:6]=[C:7]2[C:11](=[CH:12][CH:13]=1)[N:10]([CH2:21][C:20]1[CH:23]=[CH:24][C:17]([F:16])=[CH:18][CH:19]=1)[CH:9]=[CH:8]2)#[N:4]. (3) Given the reactants [CH2:1]([Li])[CH2:2][CH2:3][CH3:4].O=O.Br[C:9]1[CH:10]=[CH:11][C:12]([Cl:27])=[C:13]([CH:26]=1)[CH2:14][C:15]1[CH:25]=[CH:24][C:18]([O:19][CH:20]2[CH2:23][O:22][CH2:21]2)=[CH:17][CH:16]=1.CON(C)[C:31](=[O:83])[C@H:32]([O:75]CC1C=CC=CC=1)[C@@H:33]([O:67][CH2:68][C:69]1[CH:74]=[CH:73][CH:72]=[CH:71][CH:70]=1)[C@H:34]([O:59][CH2:60][C:61]1[CH:66]=[CH:65][CH:64]=[CH:63][CH:62]=1)[C:35]([OH:58])([CH2:47][O:48][CH2:49][C:50]1[CH:55]=[CH:54][C:53]([O:56][CH3:57])=[CH:52][CH:51]=1)[CH2:36][O:37][CH2:38][C:39]1[CH:44]=[CH:43][C:42]([O:45][CH3:46])=[CH:41][CH:40]=1.[Al].O1C[CH2:89][CH2:88][CH2:87]1, predict the reaction product. The product is: [CH2:1]([O:75][CH:32]1[C@@H:33]([O:67][CH2:68][C:69]2[CH:70]=[CH:71][CH:72]=[CH:73][CH:74]=2)[C@H:34]([O:59][CH2:60][C:61]2[CH:66]=[CH:65][CH:64]=[CH:63][CH:62]=2)[C:35]([CH2:47][O:48][CH2:49][C:50]2[CH:51]=[CH:52][C:53]([O:56][CH3:57])=[CH:54][CH:55]=2)([CH2:36][O:37][CH2:38][C:39]2[CH:40]=[CH:41][C:42]([O:45][CH3:46])=[CH:43][CH:44]=2)[O:58][C:31]1([C:9]1[CH:10]=[CH:11][C:12]([Cl:27])=[C:13]([CH2:14][C:15]2[CH:25]=[CH:24][C:18]([O:19][CH:20]3[CH2:23][O:22][CH2:21]3)=[CH:17][CH:16]=2)[CH:26]=1)[OH:83])[C:2]1[CH:89]=[CH:88][CH:87]=[CH:4][CH:3]=1. (4) Given the reactants [F:1][C:2]([F:25])([F:24])[C:3]1[CH:8]=[CH:7][C:6]([C:9]2[CH:10]=[C:11]([NH:15][C:16](=[O:23])[C:17]3[CH:22]=[CH:21][CH:20]=[CH:19][CH:18]=3)[CH:12]=[N:13][CH:14]=2)=[CH:5][CH:4]=1, predict the reaction product. The product is: [F:24][C:2]([F:1])([F:25])[C:3]1[CH:4]=[CH:5][C:6]([CH:9]2[CH2:14][NH:13][CH2:12][CH:11]([NH:15][C:16]([C:17]3[CH:22]=[CH:21][CH:20]=[CH:19][CH:18]=3)=[O:23])[CH2:10]2)=[CH:7][CH:8]=1. (5) Given the reactants C[O:2][C:3]1[CH:4]=[CH:5][C:6]2[C:10]([O:11][C:12]3[CH:17]=[CH:16][C:15](/[CH:18]=[C:19](\[CH3:25])/[C:20]([O:22]CC)=[O:21])=[CH:14][CH:13]=3)=[C:9]([C:26]3[CH:31]=[CH:30][C:29]([O:32]C)=[CH:28][CH:27]=3)[S:8][C:7]=2[CH:34]=1.B(Br)(Br)Br, predict the reaction product. The product is: [OH:2][C:3]1[CH:4]=[CH:5][C:6]2[C:10]([O:11][C:12]3[CH:13]=[CH:14][C:15](/[CH:18]=[C:19](\[CH3:25])/[C:20]([OH:22])=[O:21])=[CH:16][CH:17]=3)=[C:9]([C:26]3[CH:27]=[CH:28][C:29]([OH:32])=[CH:30][CH:31]=3)[S:8][C:7]=2[CH:34]=1. (6) Given the reactants [CH2:1]([N:3]1[CH:8]=[C:7]([C:9]2[C:10]([N:25]3[CH:29]=[CH:28][C:27]([C:30]([F:33])([F:32])[F:31])=[N:26]3)=[N:11][C:12]([NH:15][C:16]3[CH:21]=[C:20]([CH3:22])[CH:19]=[C:18]([O:23][CH3:24])[CH:17]=3)=[N:13][CH:14]=2)[CH:6]=[C:5]([C:34]([O:36]CC)=[O:35])[C:4]1=[O:39])[CH3:2].O.[OH-].[Na+], predict the reaction product. The product is: [CH2:1]([N:3]1[CH:8]=[C:7]([C:9]2[C:10]([N:25]3[CH:29]=[CH:28][C:27]([C:30]([F:32])([F:33])[F:31])=[N:26]3)=[N:11][C:12]([NH:15][C:16]3[CH:21]=[C:20]([CH3:22])[CH:19]=[C:18]([O:23][CH3:24])[CH:17]=3)=[N:13][CH:14]=2)[CH:6]=[C:5]([C:34]([OH:36])=[O:35])[C:4]1=[O:39])[CH3:2]. (7) Given the reactants C1(C)C=CC(S(O)(=O)=O)=CC=1.[Cl:12][C:13]1[C:14]([CH2:63][C:64]2[CH:69]=[CH:68][C:67]([CH2:70][CH3:71])=[CH:66][CH:65]=2)=[CH:15][C:16]([C@@:20]2([CH2:59][C:60]([CH3:62])=[CH2:61])[C@H:25]([O:26][CH2:27][C:28]3[CH:33]=[CH:32][CH:31]=[CH:30][CH:29]=3)[C@@H:24]([O:34][CH2:35][C:36]3[CH:41]=[CH:40][CH:39]=[CH:38][CH:37]=3)[C@H:23]([O:42][CH2:43][C:44]3[CH:49]=[CH:48][CH:47]=[CH:46][CH:45]=3)[C@@H:22]([CH2:50][O:51][CH2:52][C:53]3[CH:58]=[CH:57][CH:56]=[CH:55][CH:54]=3)[O:21]2)=[C:17]([OH:19])[CH:18]=1, predict the reaction product. The product is: [Cl:12][C:13]1[C:14]([CH2:63][C:64]2[CH:69]=[CH:68][C:67]([CH2:70][CH3:71])=[CH:66][CH:65]=2)=[CH:15][C:16]([C@@:20]2([CH:59]=[C:60]([CH3:62])[CH3:61])[C@H:25]([O:26][CH2:27][C:28]3[CH:29]=[CH:30][CH:31]=[CH:32][CH:33]=3)[C@@H:24]([O:34][CH2:35][C:36]3[CH:41]=[CH:40][CH:39]=[CH:38][CH:37]=3)[C@H:23]([O:42][CH2:43][C:44]3[CH:49]=[CH:48][CH:47]=[CH:46][CH:45]=3)[C@@H:22]([CH2:50][O:51][CH2:52][C:53]3[CH:54]=[CH:55][CH:56]=[CH:57][CH:58]=3)[O:21]2)=[C:17]([OH:19])[CH:18]=1. (8) Given the reactants [N+:1]([C:4]1[CH:9]=[CH:8][C:7]([N:10]2[CH2:15][CH2:14][CH2:13][CH2:12][CH2:11]2)=[CH:6][C:5]=1[C:16]1[CH:21]=[C:20]([N:22]([CH2:30][C:31]2[CH:36]=[CH:35][CH:34]=[C:33]([C:37]([F:40])([F:39])[F:38])[CH:32]=2)[C:23](=[O:29])[O:24][C:25]([CH3:28])([CH3:27])[CH3:26])[CH:19]=[CH:18][N:17]=1)([O-])=O.C(O)(=O)C, predict the reaction product. The product is: [NH2:1][C:4]1[CH:9]=[CH:8][C:7]([N:10]2[CH2:15][CH2:14][CH2:13][CH2:12][CH2:11]2)=[CH:6][C:5]=1[C:16]1[CH:21]=[C:20]([N:22]([CH2:30][C:31]2[CH:36]=[CH:35][CH:34]=[C:33]([C:37]([F:39])([F:40])[F:38])[CH:32]=2)[C:23](=[O:29])[O:24][C:25]([CH3:28])([CH3:26])[CH3:27])[CH:19]=[CH:18][N:17]=1.